From a dataset of Reaction yield outcomes from USPTO patents with 853,638 reactions. Predict the reaction yield, written as a fraction of the theoretical maximum amount of product (1.0 means a 100% yield; for example, 0.34 means a 34% yield). (1) The reactants are [Cl:1][C:2]1[CH:3]=[CH:4][CH:5]=[C:6]2[C:11]=1[O:10][C:9](=[O:12])[C:8]([C:13]1[S:14][CH:15]=[CH:16][N:17]=1)=[CH:7]2.CC(O[K])=O.[Br:23]Br.O. The catalyst is CC(O)=O. The product is [Br:23][C:15]1[S:14][C:13]([C:8]2[C:9](=[O:12])[O:10][C:11]3[C:6]([CH:7]=2)=[CH:5][CH:4]=[CH:3][C:2]=3[Cl:1])=[N:17][CH:16]=1. The yield is 0.480. (2) The reactants are [C:1]([O:5][C:6]([NH:8][C@@H:9]1[CH2:14][CH2:13][CH2:12][CH2:11][C@@H:10]1[C:15]([OH:17])=O)=[O:7])([CH3:4])([CH3:3])[CH3:2].C([N:20]([CH2:23][CH3:24])[CH2:21][CH3:22])C.CCOC(OC(O[CH2:34][CH3:35])=O)=O.C(=O)([O-])O.[Na+].[CH3:41][N:42]([CH:44]=O)C. No catalyst specified. The product is [C:9]1([C@H:41]2[C@H:22]3[CH2:24][CH2:23][N:20]([C:15]([C@H:10]4[CH2:11][CH2:12][CH2:13][CH2:14][C@H:9]4[NH:8][C:6](=[O:7])[O:5][C:1]([CH3:2])([CH3:3])[CH3:4])=[O:17])[C@H:21]3[C:35]3[CH:34]=[CH:3][CH:1]=[CH:2][C:44]=3[NH:42]2)[CH:14]=[CH:13][CH:12]=[CH:11][CH:10]=1. The yield is 0.500. (3) The catalyst is O1CCCC1.C(O)C. The reactants are [CH3:1][O:2][CH2:3][CH2:4][O:5][C:6]1[CH:11]=[CH:10][C:9](/[CH:12]=[CH:13]/[C:14]([O:16]CC)=[O:15])=[C:8]([O:19][CH2:20][C:21]2[N:22]=[C:23]([C:27]3[CH:32]=[CH:31][CH:30]=[CH:29][CH:28]=3)[O:24][C:25]=2[CH3:26])[CH:7]=1.[OH-].[Na+]. The product is [CH3:1][O:2][CH2:3][CH2:4][O:5][C:6]1[CH:11]=[CH:10][C:9](/[CH:12]=[CH:13]/[C:14]([OH:16])=[O:15])=[C:8]([O:19][CH2:20][C:21]2[N:22]=[C:23]([C:27]3[CH:32]=[CH:31][CH:30]=[CH:29][CH:28]=3)[O:24][C:25]=2[CH3:26])[CH:7]=1. The yield is 0.960. (4) The reactants are [NH2:1][CH2:2][C:3]1[O:4][CH:5]=[C:6]([O:10][CH2:11][C:12]2[CH:17]=[CH:16][CH:15]=[CH:14][CH:13]=2)[C:7](=[O:9])[CH:8]=1.[CH3:18][C:19]1[CH:24]=[CH:23][C:22]([S:25](Cl)(=[O:27])=[O:26])=[CH:21][CH:20]=1.C(OC1C(=O)C=C(CNS(C2C=CC=CC=2)(=O)=O)OC=1)C1C=CC=CC=1. No catalyst specified. The product is [CH2:11]([O:10][C:6]1[C:7](=[O:9])[CH:8]=[C:3]([CH2:2][NH:1][S:25]([C:22]2[CH:23]=[CH:24][C:19]([CH3:18])=[CH:20][CH:21]=2)(=[O:27])=[O:26])[O:4][CH:5]=1)[C:12]1[CH:17]=[CH:16][CH:15]=[CH:14][CH:13]=1. The yield is 0.571. (5) The reactants are [F:1][C:2]1[CH:7]=[CH:6][C:5]([OH:8])=[CH:4][N:3]=1.[CH3:9][C:10]([Si:13](Cl)([CH3:15])[CH3:14])([CH3:12])[CH3:11].C([O-])(O)=O.[Na+]. No catalyst specified. The product is [C:10]([Si:13]([CH3:15])([CH3:14])[O:8][C:5]1[CH:6]=[CH:7][C:2]([F:1])=[N:3][CH:4]=1)([CH3:12])([CH3:11])[CH3:9]. The yield is 0.980.